From a dataset of Reaction yield outcomes from USPTO patents with 853,638 reactions. Predict the reaction yield, written as a fraction of the theoretical maximum amount of product (1.0 means a 100% yield; for example, 0.34 means a 34% yield). (1) The reactants are CC1(C)C(C)(C)OB(/[CH:9]=[CH:10]/[CH2:11][CH2:12][O:13][CH:14]2[CH2:19][CH2:18][CH2:17][CH2:16][O:15]2)O1.[NH2:21][C:22]1[CH:29]=[CH:28][CH:27]=[C:26](Br)[C:23]=1[C:24]#[N:25]. No catalyst specified. The product is [NH2:21][C:22]1[CH:29]=[CH:28][CH:27]=[C:26](/[CH:9]=[CH:10]/[CH2:11][CH2:12][O:13][CH:14]2[CH2:19][CH2:18][CH2:17][CH2:16][O:15]2)[C:23]=1[C:24]#[N:25]. The yield is 0.470. (2) The reactants are [N:1]1([CH:10]([C:17]2[CH:22]=[CH:21][C:20]([O:23][CH3:24])=[CH:19][CH:18]=2)[CH:11]([OH:16])[C:12]([O:14][CH3:15])=[O:13])[C:9]2[C:4](=[CH:5][CH:6]=[CH:7][CH:8]=2)[CH2:3][CH2:2]1.ClC1C(=O)C(C#N)=C(C#N)C(=O)C=1Cl. The catalyst is C1(C)C=CC=CC=1. The product is [OH:16][CH:11]([CH:10]([N:1]1[C:9]2[C:4](=[CH:5][CH:6]=[CH:7][CH:8]=2)[CH:3]=[CH:2]1)[C:17]1[CH:18]=[CH:19][C:20]([O:23][CH3:24])=[CH:21][CH:22]=1)[C:12]([O:14][CH3:15])=[O:13]. The yield is 0.960. (3) The reactants are C1N=CN([C:6](N2C=NC=C2)=[O:7])C=1.[CH3:13][O:14][C:15]([C@H:17]1[CH2:22][CH2:21][C@H:20]([CH2:23][NH:24][C:25]2[CH:30]=[C:29]([O:31][CH3:32])[CH:28]=[CH:27][C:26]=2[NH2:33])[CH2:19][CH2:18]1)=[O:16].O. The catalyst is CCOC(C)=O. The product is [CH3:13][O:14][C:15]([C@H:17]1[CH2:18][CH2:19][C@H:20]([CH2:23][N:24]2[C:25]3[CH:30]=[C:29]([O:31][CH3:32])[CH:28]=[CH:27][C:26]=3[NH:33][C:6]2=[O:7])[CH2:21][CH2:22]1)=[O:16]. The yield is 0.770. (4) The reactants are Br[CH2:2][CH2:3][C:4]([OH:6])=[O:5].[OH-].[K+].[F:9][C:10]([F:15])([F:14])[CH2:11][CH2:12][SH:13].Cl. The catalyst is CO. The product is [F:9][C:10]([F:15])([F:14])[CH2:11][CH2:12][S:13][CH2:2][CH2:3][C:4]([OH:6])=[O:5]. The yield is 0.880.